This data is from Full USPTO retrosynthesis dataset with 1.9M reactions from patents (1976-2016). The task is: Predict the reactants needed to synthesize the given product. Given the product [NH:11]=[C:8]([C:3]1[CH:4]=[CH:5][CH:6]=[CH:7][C:2]=1[OH:1])[CH3:9], predict the reactants needed to synthesize it. The reactants are: [OH:1][C:2]1[CH:7]=[CH:6][CH:5]=[CH:4][C:3]=1[C:8](=O)[CH3:9].[NH3:11].